This data is from Full USPTO retrosynthesis dataset with 1.9M reactions from patents (1976-2016). The task is: Predict the reactants needed to synthesize the given product. (1) The reactants are: [CH3:1][O:2][C:3]([NH:5][C@H:6]([C:11]([N:13]1[CH2:17][C@@H:16]([CH3:18])[CH2:15][C@H:14]1[C:19]1[NH:20][C:21]([C:24]2[CH:29]=[C:28]3[CH2:30][O:31][C:32]4[CH:59]=[C:58]5[C:35]([CH:36]=[CH:37][C:38]6[N:42]=[C:41]([C@@H:43]7[CH2:47][C@H:46]([CH2:48][O:49][CH3:50])[CH2:45][N:44]7[C:51](OC(C)(C)C)=[O:52])[NH:40][C:39]=65)=[CH:34][C:33]=4[C:27]3=[CH:26][CH:25]=2)=[CH:22][N:23]=1)=[O:12])[C@@H:7]([CH2:9][CH3:10])[CH3:8])=[O:4].[CH3:60][O:61][C:62]([NH:64][C@H:65]([C:69]1[CH:74]=[CH:73][CH:72]=[CH:71][CH:70]=1)C(O)=O)=[O:63].CCOC(C(C#N)=NOC(N1CCOCC1)=[N+](C)C)=O.F[P-](F)(F)(F)(F)F.C(N(C(C)C)CC)(C)C. Given the product [CH3:1][O:2][C:3]([NH:5][C@@H:6]([C@H:7]([CH3:8])[CH2:9][CH3:10])[C:11]([N:13]1[CH2:17][C@@H:16]([CH3:18])[CH2:15][C@H:14]1[C:19]1[NH:20][C:21]([C:24]2[CH:29]=[C:28]3[CH2:30][O:31][C:32]4[CH:59]=[C:58]5[C:35]([CH:36]=[CH:37][C:38]6[N:42]=[C:41]([C@@H:43]7[CH2:47][C@H:46]([CH2:48][O:49][CH3:50])[CH2:45][N:44]7[C:51](=[O:52])[C@H:65]([NH:64][C:62](=[O:63])[O:61][CH3:60])[C:69]7[CH:74]=[CH:73][CH:72]=[CH:71][CH:70]=7)[NH:40][C:39]=65)=[CH:34][C:33]=4[C:27]3=[CH:26][CH:25]=2)=[CH:22][N:23]=1)=[O:12])=[O:4], predict the reactants needed to synthesize it. (2) Given the product [CH2:13]([CH:15]([CH2:18][CH3:19])[CH2:16][NH:17][C:2]1[N:12]=[CH:11][CH:10]=[CH:9][C:3]=1[C:4]([O:6][CH2:7][CH3:8])=[O:5])[CH3:14], predict the reactants needed to synthesize it. The reactants are: Cl[C:2]1[N:12]=[CH:11][CH:10]=[CH:9][C:3]=1[C:4]([O:6][CH2:7][CH3:8])=[O:5].[CH2:13]([CH:15]([CH2:18][CH3:19])[CH2:16][NH2:17])[CH3:14]. (3) Given the product [F:1][C:2]1[CH:10]=[C:9]2[C:5]([CH:6]=[CH:7][NH:8]2)=[CH:4][C:3]=1[N+:13]([O-:15])=[O:14], predict the reactants needed to synthesize it. The reactants are: [F:1][C:2]1[CH:10]=[C:9]2[C:5]([C:6](=O)[C:7](=O)[NH:8]2)=[CH:4][C:3]=1[N+:13]([O-:15])=[O:14].B.O1CCCC1.O.Cl. (4) Given the product [C:1]1([C:7]2([CH3:17])[C:8](=[O:16])[N:9]([CH2:19][C:20]([C:22]3[CH:27]=[CH:26][CH:25]=[C:24]([O:28][CH3:29])[CH:23]=3)=[O:21])[C:10](=[O:15])[N:11]([CH3:14])[C:12]2=[O:13])[CH2:6][CH2:5][CH2:4][CH2:3][CH:2]=1, predict the reactants needed to synthesize it. The reactants are: [C:1]1([C:7]2([CH3:17])[C:12](=[O:13])[N:11]([CH3:14])[C:10](=[O:15])[NH:9][C:8]2=[O:16])[CH2:6][CH2:5][CH2:4][CH2:3][CH:2]=1.Br[CH2:19][C:20]([C:22]1[CH:27]=[CH:26][CH:25]=[C:24]([O:28][CH3:29])[CH:23]=1)=[O:21].C([O-])([O-])=O.[K+].[K+]. (5) Given the product [OH:39][C:40]1[C:45]([O:46][CH3:47])=[CH:44][CH:43]=[CH:42][C:41]=1[C:2]1[C:10]2[C:9]([NH:11][C@H:12]([C:14]3[N:19]([C:20]4[CH:25]=[CH:24][CH:23]=[CH:22][CH:21]=4)[C:18](=[O:26])[C:17]4=[C:27]([CH3:30])[CH:28]=[CH:29][N:16]4[N:15]=3)[CH3:13])=[N:8][CH:7]=[N:6][C:5]=2[N:4]([CH2:31][O:32][CH2:33][CH2:34][Si:35]([CH3:38])([CH3:37])[CH3:36])[CH:3]=1, predict the reactants needed to synthesize it. The reactants are: Br[C:2]1[C:10]2[C:9]([NH:11][C@H:12]([C:14]3[N:19]([C:20]4[CH:25]=[CH:24][CH:23]=[CH:22][CH:21]=4)[C:18](=[O:26])[C:17]4=[C:27]([CH3:30])[CH:28]=[CH:29][N:16]4[N:15]=3)[CH3:13])=[N:8][CH:7]=[N:6][C:5]=2[N:4]([CH2:31][O:32][CH2:33][CH2:34][Si:35]([CH3:38])([CH3:37])[CH3:36])[CH:3]=1.[OH:39][C:40]1[C:45]([O:46][CH3:47])=[CH:44][CH:43]=[CH:42][C:41]=1B(O)O.C(=O)([O-])[O-].[Na+].[Na+]. (6) Given the product [N:31]1([CH2:37][CH2:38][NH:39][C:26]([C:23]2[CH:24]=[CH:25][C:19]3[O:18][C:17]([CH2:16][O:15][C:14]4[CH:13]=[CH:12][C:11]([C:1]56[CH2:10][CH:5]7[CH2:4][CH:3]([CH2:9][CH:7]([CH2:6]7)[CH2:8]5)[CH2:2]6)=[CH:30][CH:29]=4)=[N:21][C:20]=3[CH:22]=2)=[O:27])[CH2:36][CH2:35][CH2:34][CH2:33][CH2:32]1, predict the reactants needed to synthesize it. The reactants are: [C:1]12([C:11]3[CH:30]=[CH:29][C:14]([O:15][CH2:16][C:17]4[O:18][C:19]5[CH:25]=[CH:24][C:23]([C:26](O)=[O:27])=[CH:22][C:20]=5[N:21]=4)=[CH:13][CH:12]=3)[CH2:10][CH:5]3[CH2:6][CH:7]([CH2:9][CH:3]([CH2:4]3)[CH2:2]1)[CH2:8]2.[N:31]1([CH2:37][CH2:38][NH2:39])[CH2:36][CH2:35][CH2:34][CH2:33][CH2:32]1.CN(C(ON1N=NC2C=CC=CC1=2)=[N+](C)C)C.F[P-](F)(F)(F)(F)F.CCN(C(C)C)C(C)C. (7) Given the product [CH3:22][S:21][C:17]1[N:18]=[C:19]([N:11]2[CH:10]=[CH:9][N:8]=[C:7]2[C:1]2[CH:2]=[CH:3][CH:4]=[CH:5][CH:6]=2)[CH:20]=[CH:15][N:16]=1, predict the reactants needed to synthesize it. The reactants are: [C:1]1([C:7]2[NH:8][CH:9]=[CH:10][N:11]=2)[CH:6]=[CH:5][CH:4]=[CH:3][CH:2]=1.[H-].[Na+].Cl[C:15]1[CH:20]=[CH:19][N:18]=[C:17]([S:21][CH3:22])[N:16]=1.